From a dataset of Full USPTO retrosynthesis dataset with 1.9M reactions from patents (1976-2016). Predict the reactants needed to synthesize the given product. (1) Given the product [C:1]([Si:5]([C:28]1[CH:33]=[CH:32][CH:31]=[CH:30][CH:29]=1)([C:22]1[CH:23]=[CH:24][CH:25]=[CH:26][CH:27]=1)[O:6][CH2:7][CH2:8][C:9]1[N:10]=[C:11]([C:15]2[CH:20]=[CH:19][C:18]([O:21][CH2:36][C:37]3[CH:42]=[CH:41][CH:40]=[CH:39][N:38]=3)=[CH:17][CH:16]=2)[O:12][C:13]=1[CH3:14])([CH3:4])([CH3:2])[CH3:3], predict the reactants needed to synthesize it. The reactants are: [C:1]([Si:5]([C:28]1[CH:33]=[CH:32][CH:31]=[CH:30][CH:29]=1)([C:22]1[CH:27]=[CH:26][CH:25]=[CH:24][CH:23]=1)[O:6][CH2:7][CH2:8][C:9]1[N:10]=[C:11]([C:15]2[CH:20]=[CH:19][C:18]([OH:21])=[CH:17][CH:16]=2)[O:12][C:13]=1[CH3:14])([CH3:4])([CH3:3])[CH3:2].Br.Br[CH2:36][C:37]1[CH:42]=[CH:41][CH:40]=[CH:39][N:38]=1.C([O-])([O-])=O.[K+].[K+]. (2) Given the product [CH2:1]([O:8][C:9]1[CH:17]=[C:16]2[C:12]([C:13]([CH2:24][CH2:25][C:26]([OH:28])=[O:27])=[N:14][N:15]2[CH:18]2[CH2:23][CH2:22][CH2:21][CH2:20][O:19]2)=[CH:11][CH:10]=1)[C:2]1[CH:7]=[CH:6][CH:5]=[CH:4][CH:3]=1, predict the reactants needed to synthesize it. The reactants are: [CH2:1]([O:8][C:9]1[CH:17]=[C:16]2[C:12]([C:13]([CH2:24][CH2:25][C:26]([O:28]CC)=[O:27])=[N:14][N:15]2[CH:18]2[CH2:23][CH2:22][CH2:21][CH2:20][O:19]2)=[CH:11][CH:10]=1)[C:2]1[CH:7]=[CH:6][CH:5]=[CH:4][CH:3]=1.[OH-].[Na+]. (3) Given the product [Cl:1][C:2]1[CH:23]=[CH:22][C:5]([CH2:6][N:7]2[C:15]3[C:10](=[CH:11][CH:12]=[CH:13][CH:14]=3)[C:9]([CH3:16])=[C:8]2[C:17]([OH:19])=[O:18])=[CH:4][CH:3]=1, predict the reactants needed to synthesize it. The reactants are: [Cl:1][C:2]1[CH:23]=[CH:22][C:5]([CH2:6][N:7]2[C:15]3[C:10](=[CH:11][CH:12]=[CH:13][CH:14]=3)[C:9]([CH3:16])=[C:8]2[C:17]([O:19]CC)=[O:18])=[CH:4][CH:3]=1.[OH-].[Na+].O.Cl. (4) The reactants are: [N+:1]([C:4]1[CH:5]=[C:6]2[C:10](=[CH:11][CH:12]=1)[NH:9][N:8]=[C:7]2[C:13]([OH:15])=O)([O-:3])=[O:2].[NH2:16][C:17]1[CH:22]=[CH:21][C:20]([CH2:23][S:24]([NH:27][CH3:28])(=[O:26])=[O:25])=[CH:19][CH:18]=1. Given the product [CH3:28][NH:27][S:24]([CH2:23][C:20]1[CH:21]=[CH:22][C:17]([NH:16][C:13]([C:7]2[C:6]3[C:10](=[CH:11][CH:12]=[C:4]([N+:1]([O-:3])=[O:2])[CH:5]=3)[NH:9][N:8]=2)=[O:15])=[CH:18][CH:19]=1)(=[O:25])=[O:26], predict the reactants needed to synthesize it. (5) Given the product [Cl:1][C:2]1[CH:3]=[CH:4][C:5]([CH2:8][CH2:9][C:10]2[CH:11]=[CH:12][C:13]([N:16]3[C:21](=[O:22])[CH2:20][CH:18]([C:17]([OH:25])=[O:24])[CH2:19]3)=[CH:14][CH:15]=2)=[CH:6][CH:7]=1, predict the reactants needed to synthesize it. The reactants are: [Cl:1][C:2]1[CH:7]=[CH:6][C:5]([CH2:8][CH2:9][C:10]2[CH:15]=[CH:14][C:13]([NH2:16])=[CH:12][CH:11]=2)=[CH:4][CH:3]=1.[C:17]([OH:25])(=[O:24])[C:18]([CH2:20][C:21](O)=[O:22])=[CH2:19].